Dataset: Catalyst prediction with 721,799 reactions and 888 catalyst types from USPTO. Task: Predict which catalyst facilitates the given reaction. (1) Reactant: [CH3:1][C:2]1([CH3:32])[CH2:7][C:6](=O)[CH2:5][C:4](C)([CH3:9])[P:3]1[C:11]1[CH:16]=[CH:15][CH:14]=[CH:13][C:12]=1[C:17]1[C:22]([CH:23]([CH3:25])[CH3:24])=[CH:21][C:20]([CH:26]([CH3:28])[CH3:27])=[CH:19][C:18]=1[CH:29]([CH3:31])[CH3:30].B(F)(F)F.CC[O:39][CH2:40][CH3:41].P.C[Si](C=[N+]=[N-])(C)C. Product: [CH3:9][C:4]1([CH3:5])[CH2:41][C:40](=[O:39])[CH2:6][CH2:7][C:2]([CH3:32])([CH3:1])[P:3]1[C:11]1[CH:16]=[CH:15][CH:14]=[CH:13][C:12]=1[C:17]1[C:18]([CH:29]([CH3:31])[CH3:30])=[CH:19][C:20]([CH:26]([CH3:28])[CH3:27])=[CH:21][C:22]=1[CH:23]([CH3:25])[CH3:24]. The catalyst class is: 33. (2) Reactant: Br[C:2]1[CH:7]=[CH:6][C:5]([C:8]2[N:12]([CH2:13][C@@H:14]3[CH2:18][CH2:17][N:16]([C:19]([CH:21]4[CH2:23][CH2:22]4)=[O:20])[CH2:15]3)[C:11]3[CH:24]=[CH:25][C:26]([C:28]([F:31])([F:30])[F:29])=[CH:27][C:10]=3[N:9]=2)=[CH:4][CH:3]=1.C([O-])(=O)C.[K+].CC1(C)C(C)(C)OB(B2OC(C)(C)C(C)(C)O2)O1.Br[C:56]1[CH:57]=[C:58]2[C:62](=[CH:63][CH:64]=1)[NH:61][C:60]([CH3:65])=[CH:59]2.C(=O)([O-])[O-].[K+].[K+]. Product: [CH:21]1([C:19]([N:16]2[CH2:17][CH2:18][C@@H:14]([CH2:13][N:12]3[C:11]4[CH:24]=[CH:25][C:26]([C:28]([F:31])([F:30])[F:29])=[CH:27][C:10]=4[N:9]=[C:8]3[C:5]3[CH:6]=[CH:7][C:2]([C:56]4[CH:57]=[C:58]5[C:62](=[CH:63][CH:64]=4)[NH:61][C:60]([CH3:65])=[CH:59]5)=[CH:3][CH:4]=3)[CH2:15]2)=[O:20])[CH2:23][CH2:22]1. The catalyst class is: 669. (3) Reactant: [Cl:1][C:2]1[CH:7]=[C:6]([NH2:8])[CH:5]=[C:4]([Cl:9])[N:3]=1.[N+:10]([O-])([OH:12])=[O:11]. Product: [Cl:1][C:2]1[C:7]([N+:10]([O-:12])=[O:11])=[C:6]([NH2:8])[CH:5]=[C:4]([Cl:9])[N:3]=1. The catalyst class is: 82. (4) Reactant: Br[CH2:2][CH2:3][CH2:4][CH2:5][O:6][C:7]1[CH:12]=[CH:11][CH:10]=[CH:9][C:8]=1/[CH:13]=[CH:14]/[CH:15]([CH2:28][C:29]1[CH:34]=[CH:33][C:32]([C:35]#[N:36])=[CH:31][CH:30]=1)[CH2:16][CH2:17][C:18]1[CH:27]=[CH:26][C:21]([C:22]([O:24][CH3:25])=[O:23])=[CH:20][CH:19]=1.[F:37][C:38]1[CH:43]=[CH:42][C:41]([OH:44])=[CH:40][CH:39]=1.C(=O)([O-])[O-].[K+].[K+]. Product: [C:35]([C:32]1[CH:33]=[CH:34][C:29]([CH2:28][CH:15](/[CH:14]=[CH:13]/[C:8]2[CH:9]=[CH:10][CH:11]=[CH:12][C:7]=2[O:6][CH2:5][CH2:4][CH2:3][CH2:2][O:44][C:41]2[CH:42]=[CH:43][C:38]([F:37])=[CH:39][CH:40]=2)[CH2:16][CH2:17][C:18]2[CH:27]=[CH:26][C:21]([C:22]([O:24][CH3:25])=[O:23])=[CH:20][CH:19]=2)=[CH:30][CH:31]=1)#[N:36]. The catalyst class is: 10. (5) Reactant: [CH2:1]([O:3][C:4](=[O:19])[C:5]1[CH:10]=[CH:9][C:8]([C:11]([F:14])([F:13])[F:12])=[N:7][C:6]=1[NH:15][NH:16][CH:17]=O)[CH3:2].P(Cl)(Cl)(Cl)=O.C(=O)(O)[O-].[Na+]. Product: [CH2:1]([O:3][C:4]([C:5]1[C:6]2[N:7]([CH:17]=[N:16][N:15]=2)[C:8]([C:11]([F:14])([F:13])[F:12])=[CH:9][CH:10]=1)=[O:19])[CH3:2]. The catalyst class is: 11. (6) Reactant: [C:1]([NH:8][C@@H:9]([C:12]([OH:14])=[O:13])[CH2:10][OH:11])([O:3][C:4]([CH3:7])([CH3:6])[CH3:5])=[O:2].[H-].[Na+].[F:17][C:18]1[CH:25]=[CH:24][C:21]([CH2:22]Br)=[CH:20][CH:19]=1. Product: [C:4]([O:3][C:1]([NH:8][C@H:9]([CH2:10][O:11][CH2:22][C:21]1[CH:24]=[CH:25][C:18]([F:17])=[CH:19][CH:20]=1)[C:12]([OH:14])=[O:13])=[O:2])([CH3:7])([CH3:6])[CH3:5]. The catalyst class is: 3. (7) Reactant: [C-:1]#[N:2].[Na+].Cl[CH2:5][C:6]1[CH:7]=[CH:8][C:9]([O:12][C:13]2[CH:18]=[CH:17][C:16]([Cl:19])=[CH:15][CH:14]=2)=[N:10][CH:11]=1.C1OCCOCCOCCOCCOCCOC1.O. Product: [Cl:19][C:16]1[CH:17]=[CH:18][C:13]([O:12][C:9]2[N:10]=[CH:11][C:6]([CH2:5][C:1]#[N:2])=[CH:7][CH:8]=2)=[CH:14][CH:15]=1. The catalyst class is: 16. (8) Reactant: [CH3:1][O:2][C:3]1[N:8]=[C:7]([O:9][CH3:10])[N:6]=[C:5]([CH:11]2[C:19]3[C:14](=[C:15]([F:20])[CH:16]=[CH:17][CH:18]=3)[NH:13][C:12]2=[O:21])[N:4]=1.[CH3:22][C:23]1[CH:28]=[CH:27][C:26]([S:29](Cl)(=[O:31])=[O:30])=[CH:25][CH:24]=1.C(=O)([O-])[O-].[Na+].[Na+].CC(C)=O. The catalyst class is: 6. Product: [CH3:22][C:23]1[CH:28]=[CH:27][C:26]([S:29]([O:21][C:12]2[NH:13][C:14]3[C:19]([C:11]=2[C:5]2[N:4]=[C:3]([O:2][CH3:1])[N:8]=[C:7]([O:9][CH3:10])[N:6]=2)=[CH:18][CH:17]=[CH:16][C:15]=3[F:20])(=[O:31])=[O:30])=[CH:25][CH:24]=1.